The task is: Predict the reactants needed to synthesize the given product.. This data is from Full USPTO retrosynthesis dataset with 1.9M reactions from patents (1976-2016). (1) Given the product [F:1][C:2]1[CH:3]=[CH:4][C:5]2[S:14][C:8]3[C:9](=[O:13])[N:10]([C:17]4[CH:18]=[N:19][CH:20]=[CH:21][C:22]=4[CH3:23])[CH2:11][CH2:12][C:7]=3[C:6]=2[CH:15]=1, predict the reactants needed to synthesize it. The reactants are: [F:1][C:2]1[CH:3]=[CH:4][C:5]2[S:14][C:8]3[C:9](=[O:13])[NH:10][CH2:11][CH2:12][C:7]=3[C:6]=2[CH:15]=1.I[C:17]1[CH:18]=[N:19][CH:20]=[CH:21][C:22]=1[CH3:23].[O-]P([O-])([O-])=O.[K+].[K+].[K+].CN[C@@H]1CCCC[C@H]1NC. (2) Given the product [CH3:52][N:51]([CH3:53])[CH2:50][CH2:49][CH2:48][C:60]([O:1][CH:2]([CH2:3][CH2:4][CH2:5][CH2:6][CH2:7][CH2:8][CH2:9][CH2:10][CH2:11][CH2:12][CH2:13][C:14]([O:16][CH2:17][CH2:18][CH2:19][CH2:20][CH2:21][CH3:22])=[O:15])[CH2:23][CH2:24][CH2:25][CH2:26][CH2:27][CH2:28][CH2:29][CH2:30][CH2:31][CH2:32][CH2:33][C:34]([O:36][CH2:37][CH2:38][CH2:39][CH2:40][CH2:41][CH3:42])=[O:35])=[O:61], predict the reactants needed to synthesize it. The reactants are: [OH:1][CH:2]([CH2:23][CH2:24][CH2:25][CH2:26][CH2:27][CH2:28][CH2:29][CH2:30][CH2:31][CH2:32][CH2:33][C:34]([O:36][CH2:37][CH2:38][CH2:39][CH2:40][CH2:41][CH3:42])=[O:35])[CH2:3][CH2:4][CH2:5][CH2:6][CH2:7][CH2:8][CH2:9][CH2:10][CH2:11][CH2:12][CH2:13][C:14]([O:16][CH2:17][CH2:18][CH2:19][CH2:20][CH2:21][CH3:22])=[O:15].CCN=C=N[CH2:48][CH2:49][CH2:50][N:51]([CH3:53])[CH3:52].Cl.Cl.CN(C(CC)[C:60](O)=[O:61])C.